This data is from hERG potassium channel inhibition data for cardiac toxicity prediction from Karim et al.. The task is: Regression/Classification. Given a drug SMILES string, predict its toxicity properties. Task type varies by dataset: regression for continuous values (e.g., LD50, hERG inhibition percentage) or binary classification for toxic/non-toxic outcomes (e.g., AMES mutagenicity, cardiotoxicity, hepatotoxicity). Dataset: herg_karim. (1) The drug is O=C1CCCN1C1CCN(CCOc2ccc(Oc3nc4ccccc4s3)cc2)CC1. The result is 1 (blocker). (2) The compound is O=C(NC[C@H]1CCCC[NH2+]1)c1cc(OCC(F)(F)F)ccc1OCC(F)(F)F. The result is 1 (blocker). (3) The molecule is COc1cccnc1Nc1ccc2c(c1)C1(COC(N)=N1)C1(COC1)C1(CCC1)O2. The result is 0 (non-blocker). (4) The molecule is C[C@@]1(c2cc(-c3cncnc3)c(F)cc2F)CCSC(N)=N1. The result is 0 (non-blocker). (5) The molecule is Cc1nccn1-c1ccc(-c2cn(CC(=O)Nc3cccc(Cl)c3Cl)nn2)cc1. The result is 1 (blocker). (6) The compound is Cc1ncccc1-c1nc2cn(-c3cccc(OC(F)F)c3)nc2c(=O)n1C[C@H]1CCCN(C[C@H]2CCCO2)C1. The result is 1 (blocker).